From a dataset of Full USPTO retrosynthesis dataset with 1.9M reactions from patents (1976-2016). Predict the reactants needed to synthesize the given product. (1) The reactants are: [CH2:1]([C:3]1[CH:26]=[CH:25][CH:24]=[C:23]([CH3:27])[C:4]=1[CH2:5][NH:6][C:7]1[C:15]2[N:14]=[C:13]([CH3:16])[N:12]([CH3:17])[C:11]=2[CH:10]=[C:9]([C:18]([O:20]CC)=[O:19])[CH:8]=1)[CH3:2].[OH-].[Na+].[Cl-].[NH4+].Cl. Given the product [CH2:1]([C:3]1[CH:26]=[CH:25][CH:24]=[C:23]([CH3:27])[C:4]=1[CH2:5][NH:6][C:7]1[C:15]2[N:14]=[C:13]([CH3:16])[N:12]([CH3:17])[C:11]=2[CH:10]=[C:9]([C:18]([OH:20])=[O:19])[CH:8]=1)[CH3:2], predict the reactants needed to synthesize it. (2) Given the product [CH3:15][O:14][C:12]1[C:11]([N:16]2[CH:20]=[CH:19][CH:18]=[CH:17]2)=[CH:10][C:9]2[NH:21][C:22](=[O:34])[CH2:23][C:24]([C:26]3[CH:27]=[C:28]([CH:29]=[CH:30][CH:31]=3)[C:32]#[N:33])=[N:7][C:8]=2[CH:13]=1, predict the reactants needed to synthesize it. The reactants are: C(OC(=O)[NH:7][C:8]1[CH:13]=[C:12]([O:14][CH3:15])[C:11]([N:16]2[CH:20]=[CH:19][CH:18]=[CH:17]2)=[CH:10][C:9]=1[NH:21][C:22](=[O:34])[CH2:23][C:24]([C:26]1[CH:31]=[CH:30][CH:29]=[C:28]([C:32]#[N:33])[CH:27]=1)=O)(C)(C)C.C(O)(C(F)(F)F)=O. (3) Given the product [Br:15][C:16]1[CH:17]=[CH:18][C:19]([C:22]2[CH:27]=[CH:26][N:25]=[C:24]([NH:28][C:35](=[O:50])[CH2:36][C:7]3[C:6]4[C:5](=[O:12])[N:4]([CH3:13])[C:3](=[O:14])[N:2]([CH3:1])[C:10]=4[S:9][CH:8]=3)[N:23]=2)=[CH:20][CH:21]=1, predict the reactants needed to synthesize it. The reactants are: [CH3:1][N:2]1[C:7]2=[CH:8][S:9][C:10](C)=[C:6]2[C:5](=[O:12])[N:4]([CH3:13])[C:3]1=[O:14].[Br:15][C:16]1[CH:21]=[CH:20][C:19]([C:22]2[CH:27]=[CH:26][N:25]=[C:24]([NH2:28])[N:23]=2)=[CH:18][CH:17]=1.CCN=C=NC[CH2:35][CH2:36]N(C)C.Cl.C1C=CC2N([OH:50])N=NC=2C=1. (4) Given the product [CH3:1][O:2][C:3]1[CH:4]=[C:5]2[C:10](=[CH:11][C:12]=1[O:13][CH3:14])[N:9]=[CH:8][CH:7]=[C:6]2[O:15][C:16]1[CH:22]=[CH:21][C:19]([NH:20][C:40](=[O:42])[O:57][CH:55]([C:54]2[CH:58]=[CH:59][CH:60]=[C:52]([F:51])[CH:53]=2)[CH3:56])=[C:18]([CH3:23])[C:17]=1[CH3:24], predict the reactants needed to synthesize it. The reactants are: [CH3:1][O:2][C:3]1[CH:4]=[C:5]2[C:10](=[CH:11][C:12]=1[O:13][CH3:14])[N:9]=[CH:8][CH:7]=[C:6]2[O:15][C:16]1[CH:22]=[CH:21][C:19]([NH2:20])=[C:18]([CH3:23])[C:17]=1[CH3:24].C1(C)C=CC=CC=1.C(N(CC)CC)C.Cl[C:40](Cl)([O:42]C(=O)OC(Cl)(Cl)Cl)Cl.[F:51][C:52]1[CH:53]=[C:54]([CH:58]=[CH:59][CH:60]=1)[CH:55]([OH:57])[CH3:56]. (5) Given the product [Cl:37][C:38]1[CH:39]=[C:40]([C:2]2[CH:36]=[CH:35][CH:34]=[C:4]([CH2:5][N:6]([C@@H:24]3[C:33]4[C:28](=[CH:29][CH:30]=[CH:31][CH:32]=4)[CH2:27][CH2:26][CH2:25]3)[C:7]([C:9]3[CH:14]=[C:13]([C:15]([OH:17])=[O:16])[C:12]([C:18]([OH:20])=[O:19])=[CH:11][C:10]=3[C:21]([OH:23])=[O:22])=[O:8])[CH:3]=2)[CH:41]=[CH:42][C:43]=1[Cl:44], predict the reactants needed to synthesize it. The reactants are: Br[C:2]1[CH:3]=[C:4]([CH:34]=[CH:35][CH:36]=1)[CH2:5][N:6]([C@@H:24]1[C:33]2[C:28](=[CH:29][CH:30]=[CH:31][CH:32]=2)[CH2:27][CH2:26][CH2:25]1)[C:7]([C:9]1[CH:14]=[C:13]([C:15]([OH:17])=[O:16])[C:12]([C:18]([OH:20])=[O:19])=[CH:11][C:10]=1[C:21]([OH:23])=[O:22])=[O:8].[Cl:37][C:38]1[CH:39]=[C:40](B(O)O)[CH:41]=[CH:42][C:43]=1[Cl:44]. (6) Given the product [CH3:25][CH:26]([CH3:33])[C:27]([O:29][CH:30]([N:20]1[C:19]2[CH:21]=[CH:22][CH:23]=[CH:24][C:18]=2[N:17]=[C:16]1[S:15][CH2:14][C:3]1[C:2]([CH3:1])=[C:7]([O:8][CH2:9][C:10]([F:12])([F:11])[F:13])[CH:6]=[CH:5][N:4]=1)[CH3:31])=[O:28], predict the reactants needed to synthesize it. The reactants are: [CH3:1][C:2]1[C:3]([CH2:14][S:15][C:16]2[NH:17][C:18]3[CH:24]=[CH:23][CH:22]=[CH:21][C:19]=3[N:20]=2)=[N:4][CH:5]=[CH:6][C:7]=1[O:8][CH2:9][C:10]([F:13])([F:12])[F:11].[CH3:25][CH:26]([CH3:33])[C:27]([O:29][CH:30](Cl)[CH3:31])=[O:28].[I-].[Na+].C(=O)([O-])[O-].[K+].[K+]. (7) Given the product [Cl:43][C:38]1[CH:39]=[C:40]([F:42])[CH:41]=[C:36]([Cl:35])[C:37]=1[C:44]1[N:62]([CH2:63][C@@H:64]2[CH2:69][CH2:68][CH2:67][NH:66][CH2:65]2)[C:47]2[N:48]=[C:49]([NH:52][CH2:53][C:54]3[CH:59]=[CH:58][C:57]([F:60])=[C:56]([F:61])[CH:55]=3)[N:50]=[CH:51][C:46]=2[CH:45]=1, predict the reactants needed to synthesize it. The reactants are: ClC1C=C(C)C=CC=1C1N(C[C@@H]2CCCNC2)C2N=C(NCC3C=CC(F)=C(F)C=3)N=CC=2C=1.[Cl:35][C:36]1[CH:41]=[C:40]([F:42])[CH:39]=[C:38]([Cl:43])[C:37]=1[C:44]1[N:62]([CH2:63][C@@H:64]2[CH2:69][CH2:68][CH2:67][N:66](C(OC(C)(C)C)=O)[CH2:65]2)[C:47]2[N:48]=[C:49]([NH:52][CH2:53][C:54]3[CH:59]=[CH:58][C:57]([F:60])=[C:56]([F:61])[CH:55]=3)[N:50]=[CH:51][C:46]=2[CH:45]=1.